The task is: Predict the product of the given reaction.. This data is from Forward reaction prediction with 1.9M reactions from USPTO patents (1976-2016). (1) The product is: [CH3:1][O:2][C:3]1[CH:10]=[CH:9][C:6]([C:7]#[N:8])=[C:5]([NH2:11])[CH:4]=1. Given the reactants [CH3:1][O:2][C:3]1[CH:10]=[CH:9][C:6]([C:7]#[N:8])=[C:5]([N+:11]([O-])=O)[CH:4]=1, predict the reaction product. (2) Given the reactants [NH2:1][C:2]1[CH:7]=[C:6]([Br:8])[CH:5]=[CH:4][C:3]=1[OH:9].[C:10](N1C=CN=C1)(N1C=CN=C1)=[O:11].Cl, predict the reaction product. The product is: [Br:8][C:6]1[CH:5]=[CH:4][C:3]2[O:9][C:10](=[O:11])[NH:1][C:2]=2[CH:7]=1.